This data is from Full USPTO retrosynthesis dataset with 1.9M reactions from patents (1976-2016). The task is: Predict the reactants needed to synthesize the given product. (1) Given the product [Cl:1][C:2]1[CH:3]=[CH:4][C:5]2[N:11]3[CH:12]=[CH:13][CH:14]=[C:10]3[C@@H:9]([CH2:15][CH2:16][N:17]3[N:21]=[N:20][C:19]([S:22][CH2:23][C:24]([OH:26])=[O:25])=[N:18]3)[O:8][C@H:7]([C:29]3[CH:34]=[CH:33][CH:32]=[C:31]([O:35][CH3:36])[C:30]=3[O:37][CH3:38])[C:6]=2[CH:39]=1, predict the reactants needed to synthesize it. The reactants are: [Cl:1][C:2]1[CH:3]=[CH:4][C:5]2[N:11]3[CH:12]=[CH:13][CH:14]=[C:10]3[C@@H:9]([CH2:15][CH2:16][N:17]3[N:21]=[N:20][C:19]([S:22][CH2:23][C:24]([O:26]CC)=[O:25])=[N:18]3)[O:8][C@H:7]([C:29]3[CH:34]=[CH:33][CH:32]=[C:31]([O:35][CH3:36])[C:30]=3[O:37][CH3:38])[C:6]=2[CH:39]=1.C(=O)([O-])[O-].[K+].[K+]. (2) Given the product [Cl:1][C:2]1[CH:7]=[CH:6][C:5]([CH:8]([C:15]2[C:23]3[C:18](=[C:19]([CH2:24][S:25][CH3:26])[CH:20]=[CH:21][CH:22]=3)[NH:17][CH:16]=2)[CH2:9][CH2:10][OH:11])=[C:4]([CH3:27])[CH:3]=1, predict the reactants needed to synthesize it. The reactants are: [Cl:1][C:2]1[CH:7]=[CH:6][C:5]([CH:8]([C:15]2[C:23]3[C:18](=[C:19]([CH2:24][S:25][CH3:26])[CH:20]=[CH:21][CH:22]=3)[NH:17][CH:16]=2)[CH2:9][C:10](OCC)=[O:11])=[C:4]([CH3:27])[CH:3]=1.ClC1C=CC(C(C2C3C(=C(CSC)C=CC=3)NC=2)CCO)=C(F)C=1.